This data is from Reaction yield outcomes from USPTO patents with 853,638 reactions. The task is: Predict the reaction yield, written as a fraction of the theoretical maximum amount of product (1.0 means a 100% yield; for example, 0.34 means a 34% yield). (1) The yield is 0.680. The product is [CH2:1]([O:3][C:4]([CH2:6][CH:7]1[CH2:12][CH2:11][N:10]([C:13]([O:15][C:16]([CH3:19])([CH3:18])[CH3:17])=[O:14])[CH2:9][C:8]1([CH3:20])[CH3:21])=[O:5])[CH3:2]. The reactants are [CH2:1]([O:3][C:4](/[CH:6]=[C:7]1/[C:8]([CH3:21])([CH3:20])[CH2:9][N:10]([C:13]([O:15][C:16]([CH3:19])([CH3:18])[CH3:17])=[O:14])[CH2:11][CH2:12]/1)=[O:5])[CH3:2]. The catalyst is CO.[Pd]. (2) The reactants are [BH4-].[Li+].[CH2:3]([N:10]([CH2:18][C:19]1[CH:24]=[CH:23][CH:22]=[CH:21][CH:20]=1)[CH2:11][C@H:12]([F:17])[C:13](OC)=[O:14])[C:4]1[CH:9]=[CH:8][CH:7]=[CH:6][CH:5]=1. The catalyst is C1COCC1. The product is [CH2:18]([N:10]([CH2:3][C:4]1[CH:5]=[CH:6][CH:7]=[CH:8][CH:9]=1)[CH2:11][C@H:12]([F:17])[CH2:13][OH:14])[C:19]1[CH:20]=[CH:21][CH:22]=[CH:23][CH:24]=1. The yield is 0.920. (3) The reactants are [CH2:1]([O:3][CH:4]([O:7][CH2:8][CH3:9])[CH2:5][NH2:6])[CH3:2].[N:10]#[C:11]Br. The catalyst is CCOCC.CCCCCC. The product is [CH2:1]([O:3][CH:4]([O:7][CH2:8][CH3:9])[CH2:5][N:6]=[C:11]=[NH:10])[CH3:2]. The yield is 0.450. (4) The yield is 0.490. The reactants are [N+:1]([C:4]1[CH:5]=[C:6]([CH:9]=[C:10]([C:12]([F:15])([F:14])[F:13])[CH:11]=1)[C:7]#[N:8])([O-])=O.C(O)(=O)C.[Sn](Cl)Cl. The product is [NH2:1][C:4]1[CH:5]=[C:6]([CH:9]=[C:10]([C:12]([F:13])([F:14])[F:15])[CH:11]=1)[C:7]#[N:8]. The catalyst is CCO.O. (5) The catalyst is C1COCC1. The yield is 0.510. The reactants are [Mg].II.Br[C:5]1[CH:10]=[CH:9][CH:8]=[CH:7][CH:6]=1.[CH3:11][CH:12]([CH2:30][CH2:31][CH2:32][CH:33]([CH3:40])[CH2:34][CH2:35][CH2:36][CH:37]([CH3:39])[CH3:38])[CH2:13][CH2:14][O:15][C:16]1[CH:28]=[CH:27][C:26]2[C:25]3[C:20](=[CH:21][CH:22]=[CH:23][CH:24]=3)[C:19](=[O:29])[C:18]=2[CH:17]=1. The product is [CH3:11][CH:12]([CH2:30][CH2:31][CH2:32][CH:33]([CH3:40])[CH2:34][CH2:35][CH2:36][CH:37]([CH3:39])[CH3:38])[CH2:13][CH2:14][O:15][C:16]1[CH:28]=[CH:27][C:26]2[C:25]3[C:20](=[CH:21][CH:22]=[CH:23][CH:24]=3)[C:19]([C:5]3[CH:10]=[CH:9][CH:8]=[CH:7][CH:6]=3)([OH:29])[C:18]=2[CH:17]=1. (6) The reactants are [Cl:1][C:2]1[N:11]=[CH:10][C:9]2[N:8]([CH:12]3[CH2:14][CH2:13]3)[C:7](=[O:15])[CH:6]3[CH2:16][O:17][CH2:18][CH2:19][N:5]3[C:4]=2[N:3]=1.[CH3:20]S(C)=O.IC.CC([O-])(C)C.[Na+]. The catalyst is O. The product is [Cl:1][C:2]1[N:11]=[CH:10][C:9]2[N:8]([CH:12]3[CH2:13][CH2:14]3)[C:7](=[O:15])[C:6]3([CH3:20])[CH2:16][O:17][CH2:18][CH2:19][N:5]3[C:4]=2[N:3]=1. The yield is 0.790.